Regression. Given two drug SMILES strings and cell line genomic features, predict the synergy score measuring deviation from expected non-interaction effect. From a dataset of NCI-60 drug combinations with 297,098 pairs across 59 cell lines. (1) Drug 1: CN(C)C1=NC(=NC(=N1)N(C)C)N(C)C. Drug 2: CNC(=O)C1=NC=CC(=C1)OC2=CC=C(C=C2)NC(=O)NC3=CC(=C(C=C3)Cl)C(F)(F)F. Cell line: NCI-H460. Synergy scores: CSS=25.9, Synergy_ZIP=6.25, Synergy_Bliss=4.72, Synergy_Loewe=-6.82, Synergy_HSA=2.22. (2) Drug 1: CC1C(C(=O)NC(C(=O)N2CCCC2C(=O)N(CC(=O)N(C(C(=O)O1)C(C)C)C)C)C(C)C)NC(=O)C3=C4C(=C(C=C3)C)OC5=C(C(=O)C(=C(C5=N4)C(=O)NC6C(OC(=O)C(N(C(=O)CN(C(=O)C7CCCN7C(=O)C(NC6=O)C(C)C)C)C)C(C)C)C)N)C. Drug 2: CCC1(CC2CC(C3=C(CCN(C2)C1)C4=CC=CC=C4N3)(C5=C(C=C6C(=C5)C78CCN9C7C(C=CC9)(C(C(C8N6C=O)(C(=O)OC)O)OC(=O)C)CC)OC)C(=O)OC)O.OS(=O)(=O)O. Cell line: A549. Synergy scores: CSS=30.1, Synergy_ZIP=-8.44, Synergy_Bliss=-9.92, Synergy_Loewe=-12.8, Synergy_HSA=-11.1. (3) Drug 1: C1CCC(CC1)NC(=O)N(CCCl)N=O. Drug 2: CNC(=O)C1=NC=CC(=C1)OC2=CC=C(C=C2)NC(=O)NC3=CC(=C(C=C3)Cl)C(F)(F)F. Cell line: UACC62. Synergy scores: CSS=38.9, Synergy_ZIP=1.09, Synergy_Bliss=2.15, Synergy_Loewe=2.33, Synergy_HSA=5.03. (4) Drug 1: CC1=C(C(CCC1)(C)C)C=CC(=CC=CC(=CC(=O)O)C)C. Drug 2: CC1CCCC2(C(O2)CC(NC(=O)CC(C(C(=O)C(C1O)C)(C)C)O)C(=CC3=CSC(=N3)C)C)C. Cell line: HOP-92. Synergy scores: CSS=33.8, Synergy_ZIP=1.77, Synergy_Bliss=2.20, Synergy_Loewe=-0.0795, Synergy_HSA=3.61. (5) Drug 1: CC(C1=C(C=CC(=C1Cl)F)Cl)OC2=C(N=CC(=C2)C3=CN(N=C3)C4CCNCC4)N. Drug 2: CN(C(=O)NC(C=O)C(C(C(CO)O)O)O)N=O. Cell line: IGROV1. Synergy scores: CSS=3.15, Synergy_ZIP=-0.598, Synergy_Bliss=-3.17, Synergy_Loewe=-6.08, Synergy_HSA=-3.87.